Dataset: Full USPTO retrosynthesis dataset with 1.9M reactions from patents (1976-2016). Task: Predict the reactants needed to synthesize the given product. (1) The reactants are: C([Li])CCC.C(NC(C)C)(C)C.C(N(CC)[C:16](=[O:31])[C:17]1[CH:22]=[CH:21][CH:20]=[CH:19][C:18]=1[C:23]1[CH:28]=[CH:27][C:26]([O:29][CH3:30])=[CH:25][N:24]=1)C.[Cl-].[NH4+]. Given the product [CH3:30][O:29][C:26]1[CH:27]=[C:28]2[C:16](=[O:31])[C:17]3[C:18](=[CH:19][CH:20]=[CH:21][CH:22]=3)[C:23]2=[N:24][CH:25]=1, predict the reactants needed to synthesize it. (2) Given the product [Cl:22][CH2:21][CH2:20][CH2:19][CH2:18][N:6]1[CH:7]=[C:2]([CH3:1])[C:3]([C:9]2[CH:10]=[N:11][CH:12]=[CH:13][CH:14]=2)=[N:4][C:5]1=[O:8], predict the reactants needed to synthesize it. The reactants are: [CH3:1][C:2]1[C:3]([C:9]2[CH:10]=[N:11][CH:12]=[CH:13][CH:14]=2)=[N:4][C:5](=[O:8])[NH:6][CH:7]=1.[H-].[Na+].Br[CH2:18][CH2:19][CH2:20][CH2:21][Cl:22].O. (3) Given the product [Br:1][C:2]1[N:7]=[CH:6][C:5](/[CH:8]=[N:16]/[S:14]([C:11]([CH3:13])([CH3:12])[CH3:10])=[O:15])=[CH:4][CH:3]=1, predict the reactants needed to synthesize it. The reactants are: [Br:1][C:2]1[N:7]=[CH:6][C:5]([CH:8]=O)=[CH:4][CH:3]=1.[CH3:10][C:11]([S:14]([NH2:16])=[O:15])([CH3:13])[CH3:12]. (4) Given the product [Cl:26][C:9]1[N:8]2[C:4](=[N:5][C:6]3[CH:21]=[CH:20][CH:19]=[CH:18][C:7]=32)[C:3]([C:22]#[N:23])=[C:2]([CH3:1])[C:10]=1[C:11]1[N:12]=[C:13]([CH3:16])[S:14][CH:15]=1, predict the reactants needed to synthesize it. The reactants are: [CH3:1][C:2]1[C:3]([C:22]#[N:23])=[C:4]2[N:8]([C:9](=O)[C:10]=1[C:11]1[N:12]=[C:13]([CH3:16])[S:14][CH:15]=1)[C:7]1[CH:18]=[CH:19][CH:20]=[CH:21][C:6]=1[NH:5]2.P(Cl)(Cl)([Cl:26])=O. (5) Given the product [S:1]1[CH:5]=[N:4][N:3]=[C:2]1[NH:6][S:7]([C:10]1[CH:11]=[C:12]([CH:17]=[CH:18][CH:19]=1)[C:13]([OH:15])=[O:14])(=[O:9])=[O:8], predict the reactants needed to synthesize it. The reactants are: [S:1]1[CH:5]=[N:4][N:3]=[C:2]1[NH:6][S:7]([C:10]1[CH:11]=[C:12]([CH:17]=[CH:18][CH:19]=1)[C:13]([O:15]C)=[O:14])(=[O:9])=[O:8].[OH-].[Na+].